Dataset: Experimentally validated miRNA-target interactions with 360,000+ pairs, plus equal number of negative samples. Task: Binary Classification. Given a miRNA mature sequence and a target amino acid sequence, predict their likelihood of interaction. (1) The miRNA is hsa-miR-4426 with sequence GAAGAUGGACGUACUUU. The protein sequence of the target gene is MQPMVMQGCPYTLPRCHDWQAADQFHHSSSLRSTCPHPQVRAAVTSPAPPQDGAGVPCLSLKLLNGSVGASGPLEPPAMNLCWNEIKKKSHNLRARLEAFSDHSGKLQLPLQEIIDWLSQKDEELSAQLPLQGDVALVQQEKETHAAFMEEVKSRGPYIYSVLESAQAFLSQHPFEELEEPHSESKDTSPKQRIQNLSRFVWKQATVASELWEKLTARCVDQHRHIERTLEQLLEIQGAMEELSTTLSQAEGVRATWEPIGDLFIDSLPEHIQAIKLFKEEFSPMKDGVKLVNDLAHQLA.... Result: 0 (no interaction). (2) The miRNA is hsa-miR-6770-5p with sequence UGAGAAGGCACAGCUUGCACGUGA. The protein sequence of the target gene is MRHGVAWALLVAAALGLGARGVRGAVALADFYPFGAERGDAVTPKQDDGGSGLRPLSVPFPFFGAEHSGLYVNNNGIISFLKEVSQFTPVAFPIAKDRCVVAAFWADVDNRRAGDVYYREATDPAMLRRATEDVRHYFPELLDFNATWVFVATWYRVTFFGGSSSSPVNTFQTVLITDGKLSFTIFNYESIVWTTGTHASSGGNATGLGGIAAQAGFNAGDGQRYFSIPGSRTADMAEVETTTNVGVPGRWAFRIDDAQVRVGGCGHTTSVCLALRPCLNGGKCIDDCVTGNPSYTCSCL.... Result: 0 (no interaction). (3) The miRNA is hsa-miR-4759 with sequence UAGGACUAGAUGUUGGAAUUA. The protein sequence of the target gene is MSLNPPIFLKRSEENSSKFVETKQSQTTSIASEDPLQNLCLASQEVLQKAQQSGRSKCLKCGGSRMFYCYTCYVPVENVPIEQIPLVKLPLKIDIIKHPNETDGKSTAIHAKLLAPEFVNIYTYPCIPEYEEKDHEVALIFPGPQSISIKDISFHLQKRIQNNVRGKNDDPDKPSFKRKRTEEQEFCDLNDSKCKGTTLKKIIFIDSTWNQTNKIFTDERLQGLLQVELKTRKTCFWRHQKGKPDTFLSTIEAIYYFLVDYHTDILKEKYRGQYDNLLFFYSFMYQLIKNAKCSGDKETG.... Result: 0 (no interaction). (4) The miRNA is hsa-miR-411-5p with sequence UAGUAGACCGUAUAGCGUACG. The protein sequence of the target gene is MASVTDGKTGVKDASDQNFDYMFKLLIIGNSSVGKTSFLFRYADDTFTPAFVSTVGIDFKVKTVYRHEKRVKLQIWDTAGQERYRTITTAYYRGAMGFILMYDITNEESFNAVQDWATQIKTYSWDNAQVILVGNKCDMEEERVVPTEKGQLLAEQLGFDFFEASAKENISVRQAFERLVDAICDKMSDSLDTDPSMLGSSKNTRLSDTPPLLQQNCSC. Result: 1 (interaction). (5) The miRNA is hsa-miR-922 with sequence GCAGCAGAGAAUAGGACUACGUC. The protein sequence of the target gene is MWLFTVNQVLRKMQRRHSSNTDNIPPERNRSQALSSEASVDEGGVFESLKAEAASPPALFSGLSGSLPTSSFPSSLVLGSSAGGGDVFIQMPASREEGGGRGEGGAYHHRQPHHHFHHGGHRGGSLLQHVGGDHRGHSEEGGDEQPGTPAPALSELKAVICWLQKGLPFILILLAKLCFQHKLGIAVCIGMASTFAYANSTLREQVSLKEKRSVLVILWILAFLAGNTLYVLYTFSSQQLYNSLIFLKPNLEMLDFFDLLWIVGIADFVLKYITIALKCLIVALPKIILAVKSKGKFYLV.... Result: 1 (interaction). (6) The miRNA is mmu-miR-155-5p with sequence UUAAUGCUAAUUGUGAUAGGGGU. The protein sequence of the target gene is MGRKKIQITRIMDERNRQVTFTKRKFGLMKKAYELSVLCDCEIALIIFNSSNKLFQYASTDMDKVLLKYTEYNEPHESRTNSDIVETLRKKGLNGCESPDADDYFEHSPLSEDRFSKLNEDSDFIFKRGPPGLPPQNFSMSVTVPVTSPNALSYTNPGSSLVSPSLAASSTLADSSMLSPPPATLHRNVSPGAPQRPPSTGSASGMLSTTDLTVPNGAGNSPVGNGFVNSRASPNLIGNTGANSLGKVMPTKSPPPPGGGSLGMNSRKPDLRVVIPPSSKGMMPPLSEEEELELNAQRIS.... Result: 1 (interaction). (7) The miRNA is mmu-miR-7214-5p with sequence UGUUUUCUGGGUUGGAAUGAGAA. The protein sequence of the target gene is MEELLPDGQIWANMDPEERMLAAATAFTHICAGQGEGDVRREAQSIQYDPYSKASVAPGKRPALPVQLQYPHVESNVPSETVSEASQRLRKPVMKRKVLRRKPDGEVLVTDESIISESESGTENDQDLWDLRQRLMNVQFQEDKESSFDVSQKFNLPHEYQGISQDQLICSLQREGMGSPAYEQDLIVASRPKSFILPKLDQLSRNRGKTDRVARYFEYKRDWDSIRLPGEDHRKELRWGVREQMLCRAEPQSKPQHIYVPNNYLVPTEKKRSALRWGVRCDLANGVIPRKLPFPLSPS. Result: 0 (no interaction).